Dataset: Forward reaction prediction with 1.9M reactions from USPTO patents (1976-2016). Task: Predict the product of the given reaction. Given the reactants [CH:1]1([N:4]2[C:8]3[C:9]([O:22][C@@H:23]([C@H:25]4[CH2:29][NH:28][C:27](=[O:30])[CH2:26]4)[CH3:24])=[CH:10][C:11](B4OC(C)(C)C(C)(C)O4)=[CH:12][C:7]=3[N:6]=[CH:5]2)[CH2:3][CH2:2]1.Br[C:32]1[CH:37]=[CH:36][N:35]=[CH:34][N:33]=1.C(=O)([O-])[O-].[Na+].[Na+].O1CCOCC1, predict the reaction product. The product is: [CH:1]1([N:4]2[C:8]3[C:9]([O:22][C@@H:23]([C@H:25]4[CH2:29][NH:28][C:27](=[O:30])[CH2:26]4)[CH3:24])=[CH:10][C:11]([C:32]4[CH:37]=[CH:36][N:35]=[CH:34][N:33]=4)=[CH:12][C:7]=3[N:6]=[CH:5]2)[CH2:3][CH2:2]1.